Dataset: Experimentally validated miRNA-target interactions with 360,000+ pairs, plus equal number of negative samples. Task: Binary Classification. Given a miRNA mature sequence and a target amino acid sequence, predict their likelihood of interaction. (1) The protein sequence of the target gene is MGTEGKAGRKLLFLFTSMILGSLVQGKGSVYTAQSDVQVPENESIKLTCTYSGFSSPRVEWKFVQGSTTALVCYNSQITAPYADRVTFSSSGITFSSVTRKDNGEYTCMVSEEGGQNYGEVSIHLTVLVPPSKPTISVPSSVTIGNRAVLTCSEHDGSPPSEYSWFKDGISMLTADAKKTRAFMNSSFTIDPKSGDLIFDPVTAFDSGEYYCQAQNGYGTAMRSEAAHMDAVELNVGGIVAAVLVTLILLGLLIFGVWFAYSRGYFERTKKGTAPGKKVIYSQPSTRSEGEFKQTSSFLV.... The miRNA is hsa-miR-1224-5p with sequence GUGAGGACUCGGGAGGUGG. Result: 0 (no interaction). (2) The protein sequence of the target gene is MEQRLAEFRAARKRAGLAAQPPAASQGAQTPGEKAEAAATLKAAPGWLKRFLVWKPRPASARAQPGLVQEAAQPQGSTSETPWNTAIPLPSCWDQSFLTNITFLKVLLWLVLLGLFVELEFGLAYFVLSLFYWMYVGTRGPEEKKEGEKSAYSVFNPGCEAIQGTLTAEQLERELQLRPLAGR. Result: 0 (no interaction). The miRNA is hsa-miR-3691-5p with sequence AGUGGAUGAUGGAGACUCGGUAC.